This data is from Reaction yield outcomes from USPTO patents with 853,638 reactions. The task is: Predict the reaction yield, written as a fraction of the theoretical maximum amount of product (1.0 means a 100% yield; for example, 0.34 means a 34% yield). The reactants are [S-:1][C:2]#[N:3].[K+].[NH2:5][C:6]1[CH:7]=[CH:8][C:9]([O:12][C:13]2[CH:14]=[C:15]([NH:20][C:21](=[O:30])[O:22][CH2:23][C:24]3[CH:29]=[CH:28][CH:27]=[CH:26][CH:25]=3)[CH:16]=[CH:17][C:18]=2[CH3:19])=[N:10][CH:11]=1.BrBr. The catalyst is C(O)(=O)C. The product is [NH2:3][C:2]1[S:1][C:11]2[C:6]([N:5]=1)=[CH:7][CH:8]=[C:9]([O:12][C:13]1[CH:14]=[C:15]([NH:20][C:21](=[O:30])[O:22][CH2:23][C:24]3[CH:25]=[CH:26][CH:27]=[CH:28][CH:29]=3)[CH:16]=[CH:17][C:18]=1[CH3:19])[N:10]=2. The yield is 0.740.